This data is from Forward reaction prediction with 1.9M reactions from USPTO patents (1976-2016). The task is: Predict the product of the given reaction. (1) Given the reactants [CH:1]1([O:4][C:5]2[CH:6]=[C:7]([CH:15]([C:24]3[S:28][C:27]([C:29]([OH:38])([C:34]([F:37])([F:36])[F:35])[C:30]([F:33])([F:32])[F:31])=[N:26][CH:25]=3)[CH2:16][C:17]3[CH:18]=[N+:19]([O-])[CH:20]=[CH:21][CH:22]=3)[CH:8]=[CH:9][C:10]=2[O:11][CH:12]([F:14])[F:13])[CH2:3][CH2:2]1.[Li+].[OH-:40].Cl, predict the reaction product. The product is: [CH:1]1([O:4][C:5]2[CH:6]=[C:7]([CH:15]([C:24]3[S:28][C:27]([C:29]([OH:38])([C:34]([F:37])([F:36])[F:35])[C:30]([F:33])([F:32])[F:31])=[N:26][CH:25]=3)[CH2:16][C:17]3[C:18](=[O:40])[NH:19][CH:20]=[CH:21][CH:22]=3)[CH:8]=[CH:9][C:10]=2[O:11][CH:12]([F:14])[F:13])[CH2:3][CH2:2]1. (2) Given the reactants [CH3:1][N:2]1[CH2:7][CH2:6][CH:5]([C:8]2[C:16]3[C:11](=[CH:12][CH:13]=[C:14]([OH:17])[CH:15]=3)[NH:10][CH:9]=2)[CH2:4][CH2:3]1.C(N(CC)CC)C.[F:25][C:26]1[CH:31]=[CH:30][C:29]([S:32](Cl)(=[O:34])=[O:33])=[CH:28][CH:27]=1, predict the reaction product. The product is: [CH3:1][N:2]1[CH2:7][CH2:6][CH:5]([C:8]2[C:16]3[C:11](=[CH:12][CH:13]=[C:14]([O:17][S:32]([C:29]4[CH:30]=[CH:31][C:26]([F:25])=[CH:27][CH:28]=4)(=[O:34])=[O:33])[CH:15]=3)[NH:10][CH:9]=2)[CH2:4][CH2:3]1. (3) Given the reactants [CH3:1][O:2][C:3]1[CH:4]=[C:5]([CH:9]=[CH:10][C:11]=1[O:12][CH3:13])[C:6]([OH:8])=[O:7].Cl.[CH2:15]=O, predict the reaction product. The product is: [CH3:13][O:12][C:11]1[CH:10]=[C:9]2[C:5](=[CH:4][C:3]=1[O:2][CH3:1])[C:6](=[O:8])[O:7][CH2:15]2. (4) Given the reactants [CH:1]([OH:3])=[O:2].C(C1C=CC=CC=1N1CCN(CCC2C3(CCCCC3)CC(=O)O2)CC1)(C)C.[CH2:32]([C:34]1([CH2:42][CH3:43])[CH2:38][CH:37]([CH2:39]I)[O:36][C:35]1=[O:41])[CH3:33].CC1C=CC(S(OCCCC2CC3(CCCCC3)C(=O)O2)(=O)=O)=CC=1.[C:69]1([CH3:81])[CH:74]=[CH:73][C:72]([N:75]2[CH2:80][CH2:79][NH:78][CH2:77][CH2:76]2)=[CH:71][CH:70]=1.C(C1C=CC=CC=1N1CCNCC1)(C)C, predict the reaction product. The product is: [CH:1]([OH:3])=[O:2].[CH2:32]([C:34]1([CH2:42][CH3:43])[CH2:38][CH:37]([CH2:39][N:78]2[CH2:79][CH2:80][N:75]([C:72]3[CH:73]=[CH:74][C:69]([CH3:81])=[CH:70][CH:71]=3)[CH2:76][CH2:77]2)[O:36][C:35]1=[O:41])[CH3:33]. (5) Given the reactants [Cl:1][C:2]1[CH:17]=[C:16]([C:18]2[C:19]3[C:20]4[CH:34]=[CH:33][S:32][C:21]=4[C:22](=[O:31])[NH:23][C:24]=3[C:25]([Cl:30])=[CH:26][C:27]=2[O:28]C)[CH:15]=[CH:14][C:3]=1[CH2:4][CH2:5][NH:6]C(=O)OC(C)(C)C.BrB(Br)Br, predict the reaction product. The product is: [ClH:1].[NH2:6][CH2:5][CH2:4][C:3]1[CH:14]=[CH:15][C:16]([C:18]2[C:19]3[C:20]4[CH:34]=[CH:33][S:32][C:21]=4[C:22](=[O:31])[NH:23][C:24]=3[C:25]([Cl:30])=[CH:26][C:27]=2[OH:28])=[CH:17][C:2]=1[Cl:1]. (6) Given the reactants [C-:1]#[N:2].[K+].Br[CH2:5][C:6]([C:8]1[CH:13]=[CH:12][C:11]([Cl:14])=[CH:10][CH:9]=1)=[O:7].C(O)(=O)C, predict the reaction product. The product is: [Cl:14][C:11]1[CH:12]=[CH:13][C:8]([C:6](=[O:7])[CH2:5][C:1]#[N:2])=[CH:9][CH:10]=1. (7) Given the reactants [C:1]1(S(OCC#C)(=O)=O)[CH:6]=CC=C[CH:2]=1.[CH:14]1[C:19]([OH:20])=[CH:18][CH:17]=[CH:16][C:15]=1[CH3:21].C(=O)([O-])[O-].[K+].[K+], predict the reaction product. The product is: [CH3:21][C:15]1[CH:16]=[CH:17][CH:18]=[C:19]([O:20][CH2:6][C:1]#[CH:2])[CH:14]=1.